This data is from Forward reaction prediction with 1.9M reactions from USPTO patents (1976-2016). The task is: Predict the product of the given reaction. (1) Given the reactants [CH:1]1([C:4]2[O:8][N:7]=[C:6]([C:9]3[CH:14]=[CH:13][CH:12]=[CH:11][CH:10]=3)[C:5]=2[C:15](=[O:17])[CH3:16])[CH2:3][CH2:2]1.[Br:18]Br, predict the reaction product. The product is: [Br:18][CH2:16][C:15]([C:5]1[C:6]([C:9]2[CH:10]=[CH:11][CH:12]=[CH:13][CH:14]=2)=[N:7][O:8][C:4]=1[CH:1]1[CH2:3][CH2:2]1)=[O:17]. (2) Given the reactants [N:1]1([CH2:7][CH2:8][CH2:9][OH:10])[CH2:6][CH2:5][CH2:4][CH2:3][CH2:2]1.[H-].[Na+].F[C:14]1[CH:19]=[CH:18][C:17]([O:20][CH3:21])=[C:16]([N+:22]([O-:24])=[O:23])[CH:15]=1, predict the reaction product. The product is: [CH3:21][O:20][C:17]1[CH:18]=[CH:19][C:14]([O:10][CH2:9][CH2:8][CH2:7][N:1]2[CH2:6][CH2:5][CH2:4][CH2:3][CH2:2]2)=[CH:15][C:16]=1[N+:22]([O-:24])=[O:23].